Dataset: NCI-60 drug combinations with 297,098 pairs across 59 cell lines. Task: Regression. Given two drug SMILES strings and cell line genomic features, predict the synergy score measuring deviation from expected non-interaction effect. (1) Drug 1: C1C(C(OC1N2C=NC3=C2NC=NCC3O)CO)O. Drug 2: N.N.Cl[Pt+2]Cl. Cell line: SNB-75. Synergy scores: CSS=33.7, Synergy_ZIP=-7.71, Synergy_Bliss=2.14, Synergy_Loewe=7.26, Synergy_HSA=4.73. (2) Drug 1: C1CC(=O)NC(=O)C1N2CC3=C(C2=O)C=CC=C3N. Drug 2: COC1=C(C=C2C(=C1)N=CN=C2NC3=CC(=C(C=C3)F)Cl)OCCCN4CCOCC4. Cell line: LOX IMVI. Synergy scores: CSS=4.87, Synergy_ZIP=-1.02, Synergy_Bliss=-1.15, Synergy_Loewe=1.13, Synergy_HSA=1.43. (3) Drug 1: CC1=C2C(C(=O)C3(C(CC4C(C3C(C(C2(C)C)(CC1OC(=O)C(C(C5=CC=CC=C5)NC(=O)OC(C)(C)C)O)O)OC(=O)C6=CC=CC=C6)(CO4)OC(=O)C)OC)C)OC. Drug 2: CCCS(=O)(=O)NC1=C(C(=C(C=C1)F)C(=O)C2=CNC3=C2C=C(C=N3)C4=CC=C(C=C4)Cl)F. Cell line: M14. Synergy scores: CSS=69.7, Synergy_ZIP=2.54, Synergy_Bliss=1.28, Synergy_Loewe=4.67, Synergy_HSA=8.02. (4) Drug 1: CC12CCC3C(C1CCC2=O)CC(=C)C4=CC(=O)C=CC34C. Drug 2: CC12CCC3C(C1CCC2OP(=O)(O)O)CCC4=C3C=CC(=C4)OC(=O)N(CCCl)CCCl.[Na+]. Cell line: NCI-H522. Synergy scores: CSS=-3.28, Synergy_ZIP=-16.1, Synergy_Bliss=-38.4, Synergy_Loewe=-50.5, Synergy_HSA=-37.3. (5) Drug 1: CN(CC1=CN=C2C(=N1)C(=NC(=N2)N)N)C3=CC=C(C=C3)C(=O)NC(CCC(=O)O)C(=O)O. Drug 2: CC1=CC=C(C=C1)C2=CC(=NN2C3=CC=C(C=C3)S(=O)(=O)N)C(F)(F)F. Cell line: ACHN. Synergy scores: CSS=21.5, Synergy_ZIP=1.24, Synergy_Bliss=2.57, Synergy_Loewe=-45.9, Synergy_HSA=-0.898. (6) Drug 1: CNC(=O)C1=CC=CC=C1SC2=CC3=C(C=C2)C(=NN3)C=CC4=CC=CC=N4. Drug 2: B(C(CC(C)C)NC(=O)C(CC1=CC=CC=C1)NC(=O)C2=NC=CN=C2)(O)O. Cell line: NCI/ADR-RES. Synergy scores: CSS=1.18, Synergy_ZIP=0.849, Synergy_Bliss=2.15, Synergy_Loewe=0.718, Synergy_HSA=0.855. (7) Drug 1: C1CCC(CC1)NC(=O)N(CCCl)N=O. Drug 2: C1=CC=C(C=C1)NC(=O)CCCCCCC(=O)NO. Cell line: OVCAR-5. Synergy scores: CSS=17.0, Synergy_ZIP=-1.86, Synergy_Bliss=1.13, Synergy_Loewe=-18.7, Synergy_HSA=0.919. (8) Drug 1: CC12CCC3C(C1CCC2=O)CC(=C)C4=CC(=O)C=CC34C. Drug 2: C1C(C(OC1N2C=NC(=NC2=O)N)CO)O. Cell line: HCT116. Synergy scores: CSS=44.9, Synergy_ZIP=-3.02, Synergy_Bliss=1.76, Synergy_Loewe=0.498, Synergy_HSA=3.27. (9) Drug 1: CC1CC2C3CCC4=CC(=O)C=CC4(C3(C(CC2(C1(C(=O)CO)O)C)O)F)C. Drug 2: CC(C)(C1=NC(=CC=C1)N2C3=NC(=NC=C3C(=O)N2CC=C)NC4=CC=C(C=C4)N5CCN(CC5)C)O. Cell line: SW-620. Synergy scores: CSS=41.2, Synergy_ZIP=2.83, Synergy_Bliss=2.80, Synergy_Loewe=-54.3, Synergy_HSA=1.55.